Dataset: Full USPTO retrosynthesis dataset with 1.9M reactions from patents (1976-2016). Task: Predict the reactants needed to synthesize the given product. (1) Given the product [NH2:1][C:2]1[C:10]([C:11]#[N:12])=[C:9]2[C:5]([CH2:6][CH2:7][CH:8]2[OH:13])=[CH:4][C:3]=1[Cl:14], predict the reactants needed to synthesize it. The reactants are: [NH2:1][C:2]1[C:10]([C:11]#[N:12])=[C:9]2[C:5]([CH2:6][CH2:7][CH:8]2[OH:13])=[CH:4][CH:3]=1.[Cl:14]N1C(=O)CCC1=O.[BH4-].[Na+]. (2) Given the product [NH:1]1[CH:5]=[C:4]([CH2:6][CH2:7][NH:8][C:9](=[O:25])[NH:10][CH:11]([CH2:16][C:17]2[CH:18]=[CH:19][C:20]([O:23][CH3:24])=[CH:21][CH:22]=2)[C:12]([OH:14])=[O:13])[N:3]=[CH:2]1, predict the reactants needed to synthesize it. The reactants are: [NH:1]1[CH:5]=[C:4]([CH2:6][CH2:7][NH:8][C:9](=[O:25])[NH:10][C@@H:11]([CH2:16][C:17]2[CH:22]=[CH:21][C:20]([O:23][CH3:24])=[CH:19][CH:18]=2)[C:12]([O:14]C)=[O:13])[N:3]=[CH:2]1.[OH-].[Li+].O1CCCC1. (3) Given the product [Cl:7][C:8]1[CH:9]=[CH:10][C:11]([C:14]2[O:22][C:21]3[CH:20]=[CH:19][N:18]([C:23]4[CH:28]=[CH:27][C:26]([O:29][CH2:34][CH:35]5[CH2:37][C:36]5([F:39])[F:38])=[C:25]([O:30][CH3:31])[CH:24]=4)[C:17](=[O:32])[C:16]=3[CH:15]=2)=[CH:12][CH:13]=1, predict the reactants needed to synthesize it. The reactants are: C(=O)([O-])[O-].[K+].[K+].[Cl:7][C:8]1[CH:13]=[CH:12][C:11]([C:14]2[O:22][C:21]3[CH:20]=[CH:19][N:18]([C:23]4[CH:28]=[CH:27][C:26]([OH:29])=[C:25]([O:30][CH3:31])[CH:24]=4)[C:17](=[O:32])[C:16]=3[CH:15]=2)=[CH:10][CH:9]=1.Br[CH2:34][CH:35]1[CH2:37][C:36]1([F:39])[F:38].